This data is from Full USPTO retrosynthesis dataset with 1.9M reactions from patents (1976-2016). The task is: Predict the reactants needed to synthesize the given product. Given the product [NH2:44][C:39]1[CH:40]=[CH:41][CH:42]=[CH:43][C:38]=1[NH:37][C:35]([C:34]1[CH:33]=[CH:32][C:31]([CH2:30][NH:29][C:26]([C:22]2[C:23]3[C:18](=[CH:17][C:16]([O:15][C:6]4[C:5]5[C:10](=[CH:11][C:12]([O:13][CH3:14])=[C:3]([O:2][CH3:1])[CH:4]=5)[N:9]=[CH:8][CH:7]=4)=[CH:25][CH:24]=3)[CH:19]=[CH:20][CH:21]=2)=[O:27])=[CH:46][CH:45]=1)=[O:36], predict the reactants needed to synthesize it. The reactants are: [CH3:1][O:2][C:3]1[CH:4]=[C:5]2[C:10](=[CH:11][C:12]=1[O:13][CH3:14])[N:9]=[CH:8][CH:7]=[C:6]2[O:15][C:16]1[CH:17]=[C:18]2[C:23](=[CH:24][CH:25]=1)[C:22]([C:26](O)=[O:27])=[CH:21][CH:20]=[CH:19]2.[NH2:29][CH2:30][C:31]1[CH:46]=[CH:45][C:34]([C:35]([NH:37][C:38]2[CH:43]=[CH:42][CH:41]=[CH:40][C:39]=2[NH2:44])=[O:36])=[CH:33][CH:32]=1.